From a dataset of Peptide-MHC class I binding affinity with 185,985 pairs from IEDB/IMGT. Regression. Given a peptide amino acid sequence and an MHC pseudo amino acid sequence, predict their binding affinity value. This is MHC class I binding data. The peptide sequence is TTAQGTSMYP. The MHC is HLA-A02:02 with pseudo-sequence HLA-A02:02. The binding affinity (normalized) is 0.